Task: Predict which catalyst facilitates the given reaction.. Dataset: Catalyst prediction with 721,799 reactions and 888 catalyst types from USPTO Reactant: Cl.[NH2:2][OH:3].C([O-])(=O)C.[Na+].[NH2:9][C:10]1[N:11]=[C:12]([C:21]2[CH:26]=[CH:25][C:24]([CH3:27])=[CH:23][C:22]=2[CH3:28])[C:13]2[CH:18]=[C:17]([C:19]#[N:20])[S:16][C:14]=2[N:15]=1.O. Product: [NH2:9][C:10]1[N:11]=[C:12]([C:21]2[CH:26]=[CH:25][C:24]([CH3:27])=[CH:23][C:22]=2[CH3:28])[C:13]2[CH:18]=[C:17]([C:19]([NH:2][OH:3])=[NH:20])[S:16][C:14]=2[N:15]=1. The catalyst class is: 8.